Dataset: Catalyst prediction with 721,799 reactions and 888 catalyst types from USPTO. Task: Predict which catalyst facilitates the given reaction. (1) Reactant: [CH:1]1([NH:4][C:5](=[O:14])[C:6]2[CH:11]=[CH:10][C:9]([F:12])=[CH:8][C:7]=2[OH:13])[CH2:3][CH2:2]1.[O:15]1[CH2:17][C@H:16]1[CH2:18]OS(C1C=CC=C([N+]([O-])=O)C=1)(=O)=O.C([O-])([O-])=O.[Cs+].[Cs+]. Product: [CH:1]1([NH:4][C:5](=[O:14])[C:6]2[CH:11]=[CH:10][C:9]([F:12])=[CH:8][C:7]=2[O:13][CH2:18][CH:16]2[CH2:17][O:15]2)[CH2:2][CH2:3]1. The catalyst class is: 3. (2) Reactant: [CH2:1]([O:3][C:4](=[O:32])[CH2:5][S:6][C:7]1[NH:8][C:9](=O)[C:10]2[S:15][C:14]([N:16]3[CH2:21][CH2:20][CH:19]([O:22][C:23]4[CH:28]=[C:27]([F:29])[CH:26]=[CH:25][C:24]=4[Br:30])[CH2:18][CH2:17]3)=[N:13][C:11]=2[N:12]=1)[CH3:2].CN(C=O)C.C(Cl)(=O)C([Cl:41])=O. Product: [CH2:1]([O:3][C:4](=[O:32])[CH2:5][S:6][C:7]1[N:8]=[C:9]([Cl:41])[C:10]2[S:15][C:14]([N:16]3[CH2:21][CH2:20][CH:19]([O:22][C:23]4[CH:28]=[C:27]([F:29])[CH:26]=[CH:25][C:24]=4[Br:30])[CH2:18][CH2:17]3)=[N:13][C:11]=2[N:12]=1)[CH3:2]. The catalyst class is: 4.